Dataset: Catalyst prediction with 721,799 reactions and 888 catalyst types from USPTO. Task: Predict which catalyst facilitates the given reaction. (1) Reactant: [F:1][C:2]([F:22])([F:21])[C:3]1[CH:8]=[CH:7][C:6]([NH:9][C:10]2[C:15]([C:16]([O:18]CC)=[O:17])=[CH:14][N:13]=[CH:12][N:11]=2)=[CH:5][CH:4]=1.[OH-].[K+]. Product: [F:22][C:2]([F:1])([F:21])[C:3]1[CH:4]=[CH:5][C:6]([NH:9][C:10]2[C:15]([C:16]([OH:18])=[O:17])=[CH:14][N:13]=[CH:12][N:11]=2)=[CH:7][CH:8]=1. The catalyst class is: 24. (2) The catalyst class is: 3. Product: [C:1]1([S:7]([N:10]2[C:18]3[C:13](=[CH:14][CH:15]=[CH:16][CH:17]=3)[C:12]([C:19]3[N:23]([CH2:29][CH2:30][CH:31]4[CH2:32][CH2:33][N:34]([C:37]([O:39][C:40]([CH3:41])([CH3:43])[CH3:42])=[O:38])[CH2:35][CH2:36]4)[CH:22]=[CH:21][N:20]=3)=[CH:11]2)(=[O:9])=[O:8])[CH:2]=[CH:3][CH:4]=[CH:5][CH:6]=1. Reactant: [C:1]1([S:7]([N:10]2[C:18]3[C:13](=[CH:14][CH:15]=[CH:16][CH:17]=3)[C:12]([C:19]3[NH:20][CH:21]=[CH:22][N:23]=3)=[CH:11]2)(=[O:9])=[O:8])[CH:6]=[CH:5][CH:4]=[CH:3][CH:2]=1.CS(O[CH2:29][CH2:30][CH:31]1[CH2:36][CH2:35][N:34]([C:37]([O:39][C:40]([CH3:43])([CH3:42])[CH3:41])=[O:38])[CH2:33][CH2:32]1)(=O)=O.C([O-])([O-])=O.[K+].[K+]. (3) Reactant: [F:1][C:2]([F:42])([F:41])[C:3]([C:12]1[CH:13]=[C:14]([CH:25]=[CH:26][C:27]=1[Sn:28]([CH2:37][CH2:38][CH2:39][CH3:40])([CH2:33][CH2:34][CH2:35][CH3:36])[CH2:29][CH2:30][CH2:31][CH3:32])[CH2:15][N:16]([CH3:24])[C:17](=[O:23])[CH2:18][CH2:19][C:20]([OH:22])=[O:21])([O:8][CH2:9][O:10][CH3:11])[C:4]([F:7])([F:6])[F:5].O[N:44]1[C:48](=[O:49])[CH2:47][CH2:46][C:45]1=[O:50].CCN=C=NCCCN(C)C. Product: [F:42][C:2]([F:1])([F:41])[C:3]([C:12]1[CH:13]=[C:14]([CH:25]=[CH:26][C:27]=1[Sn:28]([CH2:29][CH2:30][CH2:31][CH3:32])([CH2:33][CH2:34][CH2:35][CH3:36])[CH2:37][CH2:38][CH2:39][CH3:40])[CH2:15][N:16]([CH3:24])[C:17](=[O:23])[CH2:18][CH2:19][C:20]([O:22][N:44]1[C:48](=[O:49])[CH2:47][CH2:46][C:45]1=[O:50])=[O:21])([O:8][CH2:9][O:10][CH3:11])[C:4]([F:7])([F:6])[F:5]. The catalyst class is: 10.